Dataset: Catalyst prediction with 721,799 reactions and 888 catalyst types from USPTO. Task: Predict which catalyst facilitates the given reaction. (1) Reactant: [C:1]([O:11][CH3:12])(=[O:10])[C:2]1[C:3](=[CH:5][CH:6]=[C:7]([CH:9]=1)O)[OH:4].[C:13](=[O:16])([O-])[O-].[K+].[K+].ClC[CH2:21][CH2:22][Si:23]([CH3:26])([CH3:25])[CH3:24].O. Product: [OH:4][C:3]1[CH:5]=[C:6]([O:16][CH2:13][CH2:21][CH2:22][Si:23]([CH3:26])([CH3:25])[CH3:24])[CH:7]=[CH:9][C:2]=1[C:1]([O:11][CH3:12])=[O:10]. The catalyst class is: 3. (2) Reactant: [C:1]([C:3]1[CH:13]=[CH:12][C:6]([CH2:7][S:8]([O-])(=[O:10])=[O:9])=[CH:5][CH:4]=1)#[N:2].[Na+].P(Cl)(Cl)(Cl)(Cl)[Cl:16]. Product: [C:1]([C:3]1[CH:13]=[CH:12][C:6]([CH2:7][S:8]([Cl:16])(=[O:10])=[O:9])=[CH:5][CH:4]=1)#[N:2]. The catalyst class is: 286.